Dataset: Forward reaction prediction with 1.9M reactions from USPTO patents (1976-2016). Task: Predict the product of the given reaction. (1) Given the reactants [NH2:1][C:2]([C:4]1[O:5][C:6]2[CH:21]=[CH:20][C:19]([Br:22])=[CH:18][C:7]=2[C:8]=1[NH:9][C:10](=O)[C@@H:11]1[CH2:15][CH2:14][CH2:13][N:12]1[CH3:16])=[O:3].[OH-].[Na+].[ClH:25], predict the reaction product. The product is: [ClH:25].[Br:22][C:19]1[CH:20]=[CH:21][C:6]2[O:5][C:4]3[C:2](=[O:3])[NH:1][C:10]([C@@H:11]4[CH2:15][CH2:14][CH2:13][N:12]4[CH3:16])=[N:9][C:8]=3[C:7]=2[CH:18]=1. (2) Given the reactants CC(C)([O-])C.[K+].[CH3:7][S:8][C:9]1[CH:14]=[CH:13][CH:12]=[CH:11][C:10]=1[OH:15].[CH2:16]([O:18][C:19](=[O:24])[CH:20]=[C:21](Cl)[CH3:22])[CH3:17], predict the reaction product. The product is: [CH2:16]([O:18][C:19](=[O:24])/[CH:20]=[C:21](/[O:15][C:10]1[CH:11]=[CH:12][CH:13]=[CH:14][C:9]=1[S:8][CH3:7])\[CH3:22])[CH3:17]. (3) Given the reactants [N:1]1([CH2:7][CH2:8][O:9][C:10]2[CH:15]=[CH:14][C:13]([NH2:16])=[CH:12][CH:11]=2)[CH2:6][CH2:5][CH2:4][CH2:3][CH2:2]1.[CH3:17][C:18]1[CH:26]=[CH:25][CH:24]=[C:23]2[C:19]=1[C:20](=[CH:28]O)[C:21](=[O:27])[NH:22]2, predict the reaction product. The product is: [CH3:17][C:18]1[CH:26]=[CH:25][CH:24]=[C:23]2[C:19]=1[C:20](=[CH:28][NH:16][C:13]1[CH:12]=[CH:11][C:10]([O:9][CH2:8][CH2:7][N:1]3[CH2:2][CH2:3][CH2:4][CH2:5][CH2:6]3)=[CH:15][CH:14]=1)[C:21](=[O:27])[NH:22]2. (4) The product is: [F:1][C:2]1[CH:7]=[CH:6][C:5]([CH:8]([C:15]2[CH:16]=[CH:17][C:18]([F:21])=[CH:19][CH:20]=2)[CH2:9][CH2:10][OH:11])=[CH:4][CH:3]=1. Given the reactants [F:1][C:2]1[CH:7]=[CH:6][C:5]([CH:8]([C:15]2[CH:20]=[CH:19][C:18]([F:21])=[CH:17][CH:16]=2)[CH2:9][C:10](OCC)=[O:11])=[CH:4][CH:3]=1.[H-].[H-].[H-].[H-].[Li+].[Al+3], predict the reaction product. (5) Given the reactants [CH:1]1([N:7]2[CH2:11][CH2:10][CH2:9][CH2:8]2)[CH2:6][CH2:5][CH2:4][CH2:3][CH2:2]1.[CH3:12][I:13], predict the reaction product. The product is: [I-:13].[CH3:12][N+:7]1([CH:1]2[CH2:6][CH2:5][CH2:4][CH2:3][CH2:2]2)[CH2:11][CH2:10][CH2:9][CH2:8]1.